This data is from Forward reaction prediction with 1.9M reactions from USPTO patents (1976-2016). The task is: Predict the product of the given reaction. (1) Given the reactants C([O:5][C:6](=[O:36])[CH:7]=[CH:8][C:9]1[CH:14]=[CH:13][C:12]([O:15][C:16]([F:19])([F:18])[F:17])=[C:11]([C:20]2[C:21]([CH3:35])=[CH:22][C:23]3[C:28]([CH3:30])([CH3:29])[O:27][C:26](=[O:31])[N:25]([CH2:32][CH3:33])[C:24]=3[CH:34]=2)[CH:10]=1)(C)(C)C, predict the reaction product. The product is: [CH2:32]([N:25]1[C:24]2[CH:34]=[C:20]([C:11]3[CH:10]=[C:9]([CH:8]=[CH:7][C:6]([OH:36])=[O:5])[CH:14]=[CH:13][C:12]=3[O:15][C:16]([F:19])([F:17])[F:18])[C:21]([CH3:35])=[CH:22][C:23]=2[C:28]([CH3:30])([CH3:29])[O:27][C:26]1=[O:31])[CH3:33]. (2) Given the reactants [CH3:1][N:2]([C:10]1[CH:15]=[CH:14][C:13]([CH2:16][CH:17]2[CH2:21][CH2:20][N:19]([C@@H:22]([C:24]3[CH:29]=[CH:28][CH:27]=[CH:26][CH:25]=3)[CH3:23])[C:18]2=[O:30])=[CH:12][CH:11]=1)C(=O)OC(C)(C)C.C(OCC)(=O)C.Cl.C(=O)([O-])O.[Na+], predict the reaction product. The product is: [CH3:1][NH:2][C:10]1[CH:11]=[CH:12][C:13]([CH2:16][CH:17]2[CH2:21][CH2:20][N:19]([C@@H:22]([C:24]3[CH:25]=[CH:26][CH:27]=[CH:28][CH:29]=3)[CH3:23])[C:18]2=[O:30])=[CH:14][CH:15]=1. (3) Given the reactants C[O:2][C:3](=[O:24])[CH:4]([C:11]1[CH:16]=[CH:15][C:14]([S:17]([CH3:20])(=[O:19])=[O:18])=[C:13]([N+:21]([O-:23])=[O:22])[CH:12]=1)[CH2:5][CH:6]1[CH2:10][CH2:9][CH2:8][CH2:7]1.[OH-].[Li+].Cl.C(OCC)(=O)C, predict the reaction product. The product is: [CH:6]1([CH2:5][CH:4]([C:11]2[CH:16]=[CH:15][C:14]([S:17]([CH3:20])(=[O:19])=[O:18])=[C:13]([N+:21]([O-:23])=[O:22])[CH:12]=2)[C:3]([OH:24])=[O:2])[CH2:10][CH2:9][CH2:8][CH2:7]1. (4) Given the reactants Cl[C:2]1[N:7]=[C:6]([NH2:8])[CH:5]=[C:4]([Cl:9])[N:3]=1.[CH:10]1([C:15]#[CH:16])[CH2:14][CH2:13][CH2:12][CH2:11]1, predict the reaction product. The product is: [CH:10]1([C:15]#[C:16][C:2]2[N:7]=[C:6]([NH2:8])[CH:5]=[C:4]([Cl:9])[N:3]=2)[CH2:14][CH2:13][CH2:12][CH2:11]1.